The task is: Predict which catalyst facilitates the given reaction.. This data is from Catalyst prediction with 721,799 reactions and 888 catalyst types from USPTO. (1) Reactant: C1C(=O)N([Br:8])C(=O)C1.CC(N=NC(C#N)(C)C)(C#N)C.[F:21][C:22]1[CH:31]=[CH:30][C:25]([C:26]([O:28][CH3:29])=[O:27])=[CH:24][C:23]=1[CH3:32]. Product: [Br:8][CH2:32][C:23]1[CH:24]=[C:25]([CH:30]=[CH:31][C:22]=1[F:21])[C:26]([O:28][CH3:29])=[O:27]. The catalyst class is: 25. (2) Reactant: [NH2:1][C:2]1[N:7]=[C:6]([C:8]([F:11])([F:10])[F:9])[CH:5]=[CH:4][N:3]=1.C1C(=O)N([Br:19])C(=O)C1. Product: [Br:19][C:5]1[C:6]([C:8]([F:11])([F:9])[F:10])=[N:7][C:2]([NH2:1])=[N:3][CH:4]=1. The catalyst class is: 23. (3) Reactant: [ClH:1].FC(F)(F)C(O)=O.C(OC([NH:16][CH2:17][C@H:18]1[CH2:23][CH2:22][C@H:21]([C:24]([NH:26][C@H:27]([C:57]([NH:59][C:60]2[CH:68]=[C:67]3[C:63]([CH:64]=[N:65][NH:66]3)=[CH:62][CH:61]=2)=[O:58])[CH2:28][C:29]2[CH:30]=[C:31]([C:35]3[CH:40]=[CH:39][C:38]([C:41]([NH:43][CH:44]4[CH2:49][CH2:48][N:47](C(OC(C)(C)C)=O)[CH2:46][CH2:45]4)=[O:42])=[CH:37][CH:36]=3)[CH:32]=[CH:33][CH:34]=2)=[O:25])[CH2:20][CH2:19]1)=O)(C)(C)C.C(#N)C. Product: [ClH:1].[NH2:16][CH2:17][C@H:18]1[CH2:23][CH2:22][C@H:21]([C:24]([NH:26][C@H:27]([C:57]([NH:59][C:60]2[CH:68]=[C:67]3[C:63]([CH:64]=[N:65][NH:66]3)=[CH:62][CH:61]=2)=[O:58])[CH2:28][C:29]2[CH:30]=[C:31]([C:35]3[CH:36]=[CH:37][C:38]([C:41]([NH:43][CH:44]4[CH2:45][CH2:46][NH:47][CH2:48][CH2:49]4)=[O:42])=[CH:39][CH:40]=3)[CH:32]=[CH:33][CH:34]=2)=[O:25])[CH2:20][CH2:19]1. The catalyst class is: 12. (4) Reactant: [F:1][C:2]1[CH:3]=[C:4]2[C:9](=[CH:10][CH:11]=1)[N:8]=[C:7]([C:12]1[CH:17]=[C:16]([O:18][CH3:19])[C:15]([O:20][CH3:21])=[C:14]([O:22][CH3:23])[CH:13]=1)[N:6]=[C:5]2[C:24]([O:26]C)=[O:25].[OH-].[Na+]. Product: [F:1][C:2]1[CH:3]=[C:4]2[C:9](=[CH:10][CH:11]=1)[N:8]=[C:7]([C:12]1[CH:17]=[C:16]([O:18][CH3:19])[C:15]([O:20][CH3:21])=[C:14]([O:22][CH3:23])[CH:13]=1)[N:6]=[C:5]2[C:24]([OH:26])=[O:25]. The catalyst class is: 7.